From a dataset of Experimentally validated miRNA-target interactions with 360,000+ pairs, plus equal number of negative samples. Binary Classification. Given a miRNA mature sequence and a target amino acid sequence, predict their likelihood of interaction. The miRNA is hsa-miR-2355-3p with sequence AUUGUCCUUGCUGUUUGGAGAU. The protein sequence of the target gene is MTTARYRPTWDLALDPLVSCKLCLGEYPAEQMTTIAQCQCIFCTLCLKQYVELLIKEGLETAISCPDAACPKQGHLQENEIECMVAAEIMQRYKKLQFEREVLFDPCRTWCPASTCQAVCQLQDIGLQTPQLVQCKACDMEFCSACKARWHPGQGCPETMPITFLPGETSSAFKMEEGDAPIKRCPKCRVYIERDEGCAQMMCKNCKHAFCWYCLESLDDDFLLIHYDKGPCRNKLGHSRASVIWHRTQVVGIFAGFGLLLLVASPFLLLATPFVLCCKCKCSKGDDDPLPT. Result: 0 (no interaction).